This data is from Rat liver microsome stability data. The task is: Regression/Classification. Given a drug SMILES string, predict its absorption, distribution, metabolism, or excretion properties. Task type varies by dataset: regression for continuous measurements (e.g., permeability, clearance, half-life) or binary classification for categorical outcomes (e.g., BBB penetration, CYP inhibition). Dataset: rlm. (1) The compound is CC1(NC(=O)COc2cccc(-c3nc4c(c(Nc5ccc(-c6cn[nH]c6)cc5)n3)CN(C3CCC3)CC4)c2)CC1. The result is 0 (unstable in rat liver microsomes). (2) The compound is CCNCC(O)CCN1c2ccccc2N(c2ccccc2)S1(=O)=O. The result is 1 (stable in rat liver microsomes). (3) The drug is N#Cc1ccc(C(=O)Nc2ccc(Cl)c(-c3nc4cc(Cl)ccc4o3)c2)c(F)c1. The result is 0 (unstable in rat liver microsomes). (4) The drug is Cc1cccc(NC(=O)c2nn(C)c(-c3ccccc3)c2C)n1. The result is 0 (unstable in rat liver microsomes). (5) The drug is Oc1cccc(-c2ccc(-c3cccc(O)c3)cc2)c1. The result is 1 (stable in rat liver microsomes).